Dataset: Forward reaction prediction with 1.9M reactions from USPTO patents (1976-2016). Task: Predict the product of the given reaction. (1) Given the reactants [Cl:1][C:2]1[CH:7]=[CH:6][CH:5]=[CH:4][C:3]=1[CH:8]([C:20]1[CH:21]=[CH:22][C:23](=[O:27])[N:24]([CH3:26])[CH:25]=1)[CH2:9][C:10]([C:12]1[CH:13]=[CH:14][C:15](=[O:19])[N:16]([CH3:18])[CH:17]=1)=O.Cl.[NH2:29][OH:30].C([O-])(O)=O.[Na+], predict the reaction product. The product is: [Cl:1][C:2]1[CH:7]=[CH:6][CH:5]=[CH:4][C:3]=1[CH:8]([C:20]1[CH:21]=[CH:22][C:23](=[O:27])[N:24]([CH3:26])[CH:25]=1)[CH2:9]/[C:10](/[C:12]1[CH:13]=[CH:14][C:15](=[O:19])[N:16]([CH3:18])[CH:17]=1)=[N:29]\[OH:30]. (2) The product is: [Br:1][C:2]1[CH:3]=[C:4]2[C:8](=[CH:9][CH:10]=1)[NH:7][C:6](=[O:11])[C:5]2([CH2:14][CH2:15][CH2:16][CH2:17][N:24]1[CH2:25][CH2:26][C:27]2[S:19][CH:20]=[CH:21][C:22]=2[CH2:23]1)[CH2:12][CH3:13]. Given the reactants [Br:1][C:2]1[CH:3]=[C:4]2[C:8](=[CH:9][CH:10]=1)[NH:7][C:6](=[O:11])[C:5]2([CH2:14][CH2:15][CH2:16][CH2:17]Cl)[CH2:12][CH3:13].[S:19]1[C:27]2[CH2:26][CH2:25][NH:24][CH2:23][C:22]=2[CH:21]=[CH:20]1, predict the reaction product. (3) Given the reactants [CH3:1][O:2][C:3]1[CH:8]=[CH:7][C:6]([NH:9][C:10]([C:12]2[C:20]3[C:19]4[CH:21]=[C:22]([NH2:25])[CH:23]=[CH:24][C:18]=4[O:17][C:16]=3[C:15]([O:26][CH3:27])=[CH:14][CH:13]=2)=[O:11])=[CH:5][CH:4]=1.[C:28](Cl)(=[O:30])[CH3:29].N1C=CC=CC=1, predict the reaction product. The product is: [CH3:1][O:2][C:3]1[CH:8]=[CH:7][C:6]([NH:9][C:10]([C:12]2[C:20]3[C:19]4[CH:21]=[C:22]([NH:25][C:28](=[O:30])[CH3:29])[CH:23]=[CH:24][C:18]=4[O:17][C:16]=3[C:15]([O:26][CH3:27])=[CH:14][CH:13]=2)=[O:11])=[CH:5][CH:4]=1.